From a dataset of Forward reaction prediction with 1.9M reactions from USPTO patents (1976-2016). Predict the product of the given reaction. (1) Given the reactants C(O[CH:4]([NH:9][C:10]1[CH:30]=[CH:29][C:13]([O:14][C:15]2[N:20]=[CH:19][N:18]=[C:17]([NH:21][C:22]([N:24]3[CH2:28][CH2:27][CH2:26][CH2:25]3)=[O:23])[CH:16]=2)=[C:12]([F:31])[CH:11]=1)[C:5]([F:8])([F:7])[F:6])C.[C:32]([O:40][CH2:41][CH3:42])(=[O:39])[CH2:33][C:34]([O:36][CH2:37][CH3:38])=[O:35].[H-].[Na+].Cl, predict the reaction product. The product is: [F:6][C:5]([F:7])([F:8])[CH:4]([CH:33]([C:34]([O:36][CH2:37][CH3:38])=[O:35])[C:32]([O:40][CH2:41][CH3:42])=[O:39])[NH:9][C:10]1[CH:30]=[CH:29][C:13]([O:14][C:15]2[CH:16]=[C:17]([NH:21][C:22]([N:24]3[CH2:25][CH2:26][CH2:27][CH2:28]3)=[O:23])[N:18]=[CH:19][N:20]=2)=[C:12]([F:31])[CH:11]=1. (2) Given the reactants C(O)(C(F)(F)F)=O.C([Si]1(C(C)(C)C)[O:17][C@H:16]2[C@H:18]([O:21][C:22]3[N:23](COCC[SiH](C)C)[C:24]4[C:25]([N:38]=3)=[N:26][C:27]([C:31]3[CH:36]=[CH:35][C:34]([Br:37])=[CH:33][CH:32]=3)=[C:28]([Cl:30])[CH:29]=4)[CH2:19][O:20][C@@H:15]2[CH2:14][O:13]1)(C)(C)C.CCCC[N+](CCCC)(CCCC)CCCC.[F-].C1COCC1, predict the reaction product. The product is: [Br:37][C:34]1[CH:35]=[CH:36][C:31]([C:27]2[N:26]=[C:25]3[N:38]=[C:22]([O:21][C@@H:18]4[CH2:19][O:20][C@H:15]([CH2:14][OH:13])[C@H:16]4[OH:17])[NH:23][C:24]3=[CH:29][C:28]=2[Cl:30])=[CH:32][CH:33]=1. (3) Given the reactants Br[C:2]1[C:3]([C@@H:8]([NH:18][C:19](=[O:25])[O:20][C:21]([CH3:24])([CH3:23])[CH3:22])[CH2:9][C:10]2[CH:15]=[C:14]([F:16])[CH:13]=[C:12]([F:17])[CH:11]=2)=[N:4][CH:5]=[CH:6][CH:7]=1.CC1(C)C(C)(C)OB([C:34]2[CH:35]=[C:36]3[CH:42]=[CH:41][NH:40][C:37]3=[N:38][CH:39]=2)O1.[Li+].[Cl-].C([O-])([O-])=O.[Na+].[Na+], predict the reaction product. The product is: [NH:40]1[C:37]2=[N:38][CH:39]=[C:34]([C:2]3[C:3]([C@@H:8]([NH:18][C:19](=[O:25])[O:20][C:21]([CH3:24])([CH3:23])[CH3:22])[CH2:9][C:10]4[CH:15]=[C:14]([F:16])[CH:13]=[C:12]([F:17])[CH:11]=4)=[N:4][CH:5]=[CH:6][CH:7]=3)[CH:35]=[C:36]2[CH:42]=[CH:41]1. (4) Given the reactants Cl[C:2]1[C:3]2[C:4](=[CH:15][N:16](CC3C=CC(OC)=CC=3)[N:17]=2)[N:5]=[C:6]([CH:8]2[CH2:13][CH2:12][N:11]([CH3:14])[CH2:10][CH2:9]2)[N:7]=1.[CH3:27][N:28]1[CH2:33][CH2:32][N:31]([C:34]2[CH:40]=[CH:39][C:37]([NH2:38])=[CH:36][CH:35]=2)[CH2:30][CH2:29]1.Cl, predict the reaction product. The product is: [CH3:27][N:28]1[CH2:29][CH2:30][N:31]([C:34]2[CH:40]=[CH:39][C:37]([NH:38][C:2]3[C:3]4[NH:17][N:16]=[CH:15][C:4]=4[N:5]=[C:6]([CH:8]4[CH2:9][CH2:10][N:11]([CH3:14])[CH2:12][CH2:13]4)[N:7]=3)=[CH:36][CH:35]=2)[CH2:32][CH2:33]1. (5) Given the reactants Br[C:2]1[CH:7]=[CH:6][CH:5]=[C:4]([Br:8])[N:3]=1.[Li][CH2:10]CCC.[CH3:14][O:15][CH:16]([O:25][CH3:26])[CH2:17][CH2:18][C:19](N(OC)C)=[O:20], predict the reaction product. The product is: [CH:7](=[C:2](/[N:3]=[C:4]([Br:8])[CH:5]=[CH2:10])\[C:19](=[O:20])[CH2:18][CH2:17][CH:16]([O:15][CH3:14])[O:25][CH3:26])/[CH3:6]. (6) Given the reactants [CH3:1][C:2]1[CH:3]=[C:4]([NH:8][C:9](=O)[CH2:10][N:11]2[CH2:16][CH2:15][N:14]([C:17]3[CH:22]=[CH:21][CH:20]=[CH:19][N:18]=3)[CH2:13][C@@H:12]2[CH3:23])[CH:5]=[CH:6][CH:7]=1.COC1C=CC(P2(=S)SP(=S)(C3C=CC(OC)=CC=3)[S:34]2)=CC=1, predict the reaction product. The product is: [CH3:1][C:2]1[CH:3]=[C:4]([NH:8][C:9](=[S:34])[CH2:10][N:11]2[CH2:16][CH2:15][N:14]([C:17]3[CH:22]=[CH:21][CH:20]=[CH:19][N:18]=3)[CH2:13][C@@H:12]2[CH3:23])[CH:5]=[CH:6][CH:7]=1. (7) Given the reactants C1C(=O)N([Br:8])C(=O)C1.[CH3:9][C:10]1[S:14][C:13]([C:15]([O:17][CH3:18])=[O:16])=[CH:12][C:11]=1[C:19]1[N:23]([CH3:24])[N:22]=[CH:21][CH:20]=1, predict the reaction product. The product is: [Br:8][C:20]1[CH:21]=[N:22][N:23]([CH3:24])[C:19]=1[C:11]1[CH:12]=[C:13]([C:15]([O:17][CH3:18])=[O:16])[S:14][C:10]=1[CH3:9].